This data is from Peptide-MHC class I binding affinity with 185,985 pairs from IEDB/IMGT. The task is: Regression. Given a peptide amino acid sequence and an MHC pseudo amino acid sequence, predict their binding affinity value. This is MHC class I binding data. (1) The peptide sequence is VATTHSWI. The MHC is HLA-A02:06 with pseudo-sequence HLA-A02:06. The binding affinity (normalized) is 0. (2) The peptide sequence is AEDMLNPNY. The MHC is HLA-A23:01 with pseudo-sequence HLA-A23:01. The binding affinity (normalized) is 0. (3) The peptide sequence is MLELWERGTL. The MHC is HLA-B27:05 with pseudo-sequence HLA-B27:05. The binding affinity (normalized) is 0.0380.